From a dataset of Reaction yield outcomes from USPTO patents with 853,638 reactions. Predict the reaction yield, written as a fraction of the theoretical maximum amount of product (1.0 means a 100% yield; for example, 0.34 means a 34% yield). (1) The reactants are [F:1][C:2]1[CH:7]=[C:6]([Br:8])[CH:5]=[CH:4][C:3]=1[CH2:9]Cl.[C-:11]#[N:12].[Na+].O. The catalyst is CN(C=O)C. The product is [Br:8][C:6]1[CH:5]=[CH:4][C:3]([CH2:9][C:11]#[N:12])=[C:2]([F:1])[CH:7]=1. The yield is 0.930. (2) The reactants are [NH:1]1[CH:5]=[C:4]([C:6]2[C:7]([C:15]3[CH:20]=[CH:19][CH:18]=[CH:17][CH:16]=3)=[N:8][O:9][C:10]=2[C:11]([F:14])([F:13])[F:12])[N:3]=[CH:2]1.Cl[C:22]1[CH:31]=[CH:30][C:25]([C:26]([O:28][CH3:29])=[O:27])=[CH:24][N:23]=1. No catalyst specified. The product is [CH3:29][O:28][C:26](=[O:27])[C:25]1[CH:30]=[CH:31][C:22]([N:1]2[CH:5]=[C:4]([C:6]3[C:7]([C:15]4[CH:16]=[CH:17][CH:18]=[CH:19][CH:20]=4)=[N:8][O:9][C:10]=3[C:11]([F:14])([F:12])[F:13])[N:3]=[CH:2]2)=[N:23][CH:24]=1. The yield is 0.760. (3) The reactants are [Br-].[Br:2][C:3]1[CH:4]=[C:5]([CH2:9][P+](C2C=CC=CC=2)(C2C=CC=CC=2)C2C=CC=CC=2)[CH:6]=[CH:7][CH:8]=1.[H-].[Na+].O=[C:32]1[CH2:37][CH2:36][N:35]([C:38]([O:40][C:41]([CH3:44])([CH3:43])[CH3:42])=[O:39])[CH2:34][CH2:33]1. The catalyst is CN(C=O)C.CCOCC. The product is [Br:2][C:3]1[CH:4]=[C:5]([CH:9]=[C:32]2[CH2:37][CH2:36][N:35]([C:38]([O:40][C:41]([CH3:44])([CH3:43])[CH3:42])=[O:39])[CH2:34][CH2:33]2)[CH:6]=[CH:7][CH:8]=1. The yield is 0.280. (4) The reactants are [Cl:1][C:2]1[CH:3]=[C:4]2[S:10][C:9]([NH:11]C(=O)C3C=CC=CC=3)=[N:8][C:5]2=[N:6][CH:7]=1.OS(O)(=O)=O.[OH-].[Na+]. No catalyst specified. The product is [Cl:1][C:2]1[CH:3]=[C:4]2[S:10][C:9]([NH2:11])=[N:8][C:5]2=[N:6][CH:7]=1. The yield is 0.635. (5) The reactants are [CH2:1]([CH:3]1[CH2:7][C:6](=[O:8])[CH2:5][CH:4]1[C:9]([O:11][CH2:12][CH3:13])=[O:10])[CH3:2].[CH2:14](O)[CH2:15][OH:16].C(OC(OCC)OCC)C.O.C1(C)C=CC(S(O)(=O)=O)=CC=1. The catalyst is C(Cl)Cl.CCOC(C)=O. The product is [CH2:1]([CH:3]1[CH2:7][C:6]2([O:16][CH2:15][CH2:14][O:8]2)[CH2:5][CH:4]1[C:9]([O:11][CH2:12][CH3:13])=[O:10])[CH3:2]. The yield is 0.830. (6) The reactants are [C:1]1([NH2:8])[CH:6]=[CH:5][CH:4]=[CH:3][C:2]=1[NH2:7].[CH3:9][O:10][C:11](=[O:20])[C:12]([CH3:19])([CH3:18])[C:13](=O)[CH2:14][O:15][CH3:16].C([BH3-])#N.[Na+].C(O)(=O)C. The catalyst is CO.CCOC(C)=O. The product is [CH3:9][O:10][C:11](=[O:20])[C:12]([CH3:18])([CH3:19])[CH:13]([NH:7][C:2]1[CH:3]=[CH:4][CH:5]=[CH:6][C:1]=1[NH2:8])[CH2:14][O:15][CH3:16]. The yield is 0.250.